Task: Predict the product of the given reaction.. Dataset: Forward reaction prediction with 1.9M reactions from USPTO patents (1976-2016) (1) Given the reactants [Cl:1][C:2]1[CH:15]=[C:14]([O:16][CH3:17])[CH:13]=[CH:12][C:3]=1[O:4][C:5]1[S:6][C:7]([CH:10]=O)=[CH:8][N:9]=1.N1C=CC=CC=1.Cl.[NH2:25][OH:26], predict the reaction product. The product is: [Cl:1][C:2]1[CH:15]=[C:14]([O:16][CH3:17])[CH:13]=[CH:12][C:3]=1[O:4][C:5]1[S:6][C:7]([CH:10]=[N:25][OH:26])=[CH:8][N:9]=1. (2) Given the reactants [CH2:1]([Si:5]([CH3:18])([C:12]1[CH:17]=[CH:16][CH:15]=[CH:14][CH:13]=1)[CH:6](O)[CH2:7][CH:8]([CH3:10])[CH3:9])[CH2:2][CH:3]=[CH2:4].CCN(CC)CC.CS(Cl)(=O)=O.[N-:31]=[N+:32]=[N-:33].[Na+].C([Si](C1SCCCS1)(C1C=CC=CC=1)C1C=CC=CC=1)CC=C.CN(C(N=NC(N(C)C)=O)=O)C.[SiH3]O[SiH2]O[SiH3].Cl[SiH2]Cl, predict the reaction product. The product is: [N:31]([CH:6]([Si:5]([CH2:1][CH2:2][CH:3]=[CH2:4])([CH3:18])[C:12]1[CH:17]=[CH:16][CH:15]=[CH:14][CH:13]=1)[CH2:7][CH:8]([CH3:10])[CH3:9])=[N+:32]=[N-:33].